From a dataset of Catalyst prediction with 721,799 reactions and 888 catalyst types from USPTO. Predict which catalyst facilitates the given reaction. (1) Reactant: COC(=O)[C@H:4]([N:8]1[CH2:16][C:15]2[C:10](=[CH:11][C:12]([C:17]3[CH:22]=[CH:21][C:20]([NH:23][C:24]([NH:26][C:27]4[CH:32]=[CH:31][CH:30]=[C:29]([C:33]([F:36])([F:35])[F:34])[CH:28]=4)=[O:25])=[CH:19][CH:18]=3)=[CH:13][CH:14]=2)[C:9]1=[O:37])[CH:5]([CH3:7])C.BrC1C=C2C(CN(CCC[C:53]([O:55][CH3:56])=[O:54])C2=O)=CC=1.CC1(C)C(C)(C)OB(C2C=CC(NC(NC3C=CC=C(C(F)(F)F)C=3)=O)=CC=2)O1. Product: [O:37]=[C:9]1[C:10]2[C:15](=[CH:14][CH:13]=[C:12]([C:17]3[CH:18]=[CH:19][C:20]([NH:23][C:24]([NH:26][C:27]4[CH:32]=[CH:31][CH:30]=[C:29]([C:33]([F:35])([F:34])[F:36])[CH:28]=4)=[O:25])=[CH:21][CH:22]=3)[CH:11]=2)[CH2:16][N:8]1[CH2:4][CH2:5][CH2:7][C:53]([O:55][CH3:56])=[O:54]. The catalyst class is: 462. (2) Reactant: [CH2:1]([C:4]([C@:6](C(=O)C1C=CC=CC=1)([C@@:8](C(=O)C1C=CC=CC=1)([C@@H:10]([N:13]=[N+:14]=[N-:15])[CH2:11][OH:12])[OH:9])[OH:7])=[O:5])[CH:2]=[CH2:3].C1COCC1.C[O-].[Na+].C(O)(=O)C. Product: [CH2:1]([C:4]([C@H:6]([C@@H:8]([C@@H:10]([N:13]=[N+:14]=[N-:15])[CH2:11][OH:12])[OH:9])[OH:7])=[O:5])[CH:2]=[CH2:3]. The catalyst class is: 5. (3) Reactant: Cl.[F:2][C:3]1[CH:11]=[CH:10][CH:9]=[C:8]([F:12])[C:4]=1[C:5]([NH2:7])=[NH:6].[Cl:13][C:14]1[CH:21]=[C:20]([F:22])[CH:19]=[CH:18][C:15]=1[CH:16]=O.[C:23]([O:29][CH3:30])(=[O:28])[CH2:24][C:25]([CH3:27])=O.C([O-])(=O)C.[Na+]. Product: [F:2][C:3]1[CH:11]=[CH:10][CH:9]=[C:8]([F:12])[C:4]=1[C:5]1[NH:7][C:25]([CH3:27])=[C:24]([C:23]([O:29][CH3:30])=[O:28])[CH:16]([C:15]2[CH:18]=[CH:19][C:20]([F:22])=[CH:21][C:14]=2[Cl:13])[N:6]=1. The catalyst class is: 8.